Dataset: Catalyst prediction with 721,799 reactions and 888 catalyst types from USPTO. Task: Predict which catalyst facilitates the given reaction. (1) Reactant: [N:1]1([C:7]2[CH:12]=[CH:11][C:10]([S:13]([NH:16][C:17]3[S:21][N:20]=[CH:19][N:18]=3)(=[O:15])=[O:14])=[CH:9][CH:8]=2)[CH2:6]CNC[CH2:2]1.CN(C(ON1N=N[C:32]2[CH:33]=CC=N[C:31]1=2)=[N+](C)C)C.[F:39][P-](F)(F)(F)(F)F.[CH:46]([N:49]([CH2:53][CH3:54])[CH:50]([CH3:52])[CH3:51])([CH3:48])C.[CH3:55][N:56]([CH:58]=[O:59])[CH3:57]. Product: [F:39][C:33]1[CH:32]=[CH:31][CH:51]=[C:50]2[C:52]=1[CH:48]=[CH:46][N:49]2[C@H:53]([CH3:54])[C:58]([N:56]1[CH2:57][CH2:2][N:1]([C:7]2[CH:8]=[CH:9][C:10]([S:13]([NH:16][C:17]3[S:21][N:20]=[CH:19][N:18]=3)(=[O:14])=[O:15])=[CH:11][CH:12]=2)[CH2:6][CH2:55]1)=[O:59]. The catalyst class is: 2. (2) Reactant: I[CH2:2][CH3:3].[CH2:4]=[C:5]1[CH2:8][CH:7]([C:9]([OH:11])=[O:10])[CH2:6]1.C(=O)([O-])[O-].[Cs+].[Cs+]. Product: [CH2:4]=[C:5]1[CH2:8][CH:7]([C:9]([O:11][CH2:2][CH3:3])=[O:10])[CH2:6]1. The catalyst class is: 3. (3) Reactant: [CH3:1][C:2]1[NH:3][C:4](=[O:26])[C:5]([CH2:11][C:12]2[CH:17]=[CH:16][C:15]([C:18]3[C:19]([C:24]#[N:25])=[CH:20][CH:21]=[CH:22][CH:23]=3)=[CH:14][CH:13]=2)=[C:6]([CH2:8][CH2:9][CH3:10])[N:7]=1.Br[CH2:28][CH:29]1[CH2:34][CH2:33][CH2:32][CH2:31][O:30]1.C(=O)([O-])[O-].[K+].[K+].CN(C)C=O. Product: [CH3:1][C:2]1[N:3]([CH2:28][CH:29]2[CH2:34][CH2:33][CH2:32][CH2:31][O:30]2)[C:4](=[O:26])[C:5]([CH2:11][C:12]2[CH:17]=[CH:16][C:15]([C:18]3[C:19]([C:24]#[N:25])=[CH:20][CH:21]=[CH:22][CH:23]=3)=[CH:14][CH:13]=2)=[C:6]([CH2:8][CH2:9][CH3:10])[N:7]=1. The catalyst class is: 13. (4) The catalyst class is: 2. Reactant: Cl.Cl.[Cl:3][C:4]1[CH:9]=[CH:8][CH:7]=[CH:6][C:5]=1[CH:10]([N:14]1[CH2:19][CH2:18][N:17]2[CH2:20][CH2:21][CH2:22][C@H:16]2[CH2:15]1)[C:11]([OH:13])=O.CCN(C(C)C)C(C)C.C1C=CC2N(O)N=NC=2C=1.O.CCN=C=NCCCN(C)C.Cl.[F:55][C:56]([F:70])([F:69])[C:57]1[CH:58]=[C:59]([NH:67][NH2:68])[CH:60]=[C:61]([C:63]([F:66])([F:65])[F:64])[CH:62]=1. Product: [F:55][C:56]([F:69])([F:70])[C:57]1[CH:58]=[C:59]([NH:67][NH:68][C:11](=[O:13])[CH:10]([C:5]2[CH:6]=[CH:7][CH:8]=[CH:9][C:4]=2[Cl:3])[N:14]2[CH2:19][CH2:18][N:17]3[CH2:20][CH2:21][CH2:22][C@H:16]3[CH2:15]2)[CH:60]=[C:61]([C:63]([F:66])([F:64])[F:65])[CH:62]=1. (5) Reactant: [CH3:1][O:2][C:3]1[CH:4]=[C:5]([C:11]2[S:12][C:13]3[CH2:14][C:15]4[C:21]([C:22]5[CH:27]=[CH:26][C:25]([O:28][CH3:29])=[CH:24][CH:23]=5)=[N:20][N:19](COCC[Si](C)(C)C)[C:16]=4[C:17]=3[CH:18]=2)[CH:6]=[CH:7][C:8]=1[O:9][CH3:10].Cl. Product: [CH3:1][O:2][C:3]1[CH:4]=[C:5]([C:11]2[S:12][C:13]3[CH2:14][C:15]4[C:21]([C:22]5[CH:23]=[CH:24][C:25]([O:28][CH3:29])=[CH:26][CH:27]=5)=[N:20][NH:19][C:16]=4[C:17]=3[CH:18]=2)[CH:6]=[CH:7][C:8]=1[O:9][CH3:10]. The catalyst class is: 5. (6) Reactant: [C:1]([C:5]1[CH:10]=[CH:9][C:8]([S:11]([NH:14][C:15]2[CH:16]=[C:17]3[C:21](=[CH:22][CH:23]=2)[NH:20][C:19]([C:24](O)=[O:25])=[C:18]3[C:27]2[CH:28]=[N:29][CH:30]=[CH:31][CH:32]=2)(=[O:13])=[O:12])=[CH:7][CH:6]=1)([CH3:4])([CH3:3])[CH3:2].[C:33]([NH:36][CH2:37][CH2:38][NH2:39])(=[O:35])[CH3:34]. Product: [C:33]([NH:36][CH2:37][CH2:38][NH:39][C:24]([C:19]1[NH:20][C:21]2[C:17]([C:18]=1[C:27]1[CH:28]=[N:29][CH:30]=[CH:31][CH:32]=1)=[CH:16][C:15]([NH:14][S:11]([C:8]1[CH:9]=[CH:10][C:5]([C:1]([CH3:4])([CH3:3])[CH3:2])=[CH:6][CH:7]=1)(=[O:12])=[O:13])=[CH:23][CH:22]=2)=[O:25])(=[O:35])[CH3:34]. The catalyst class is: 98. (7) Reactant: [NH2:1][C:2]([CH3:12])([CH3:11])[C:3]([C:5]1[CH:10]=[CH:9][CH:8]=[CH:7][CH:6]=1)=[O:4].CC1C=CC(S(O)(=O)=O)=CC=1.[Cl:24][C:25]1[CH:30]=[CH:29][C:28]([S:31](Cl)(=[O:33])=[O:32])=[CH:27][CH:26]=1.C(N(CC)CC)C. Product: [Cl:24][C:25]1[CH:30]=[CH:29][C:28]([S:31]([NH:1][C:2]([CH3:12])([CH3:11])[C:3](=[O:4])[C:5]2[CH:10]=[CH:9][CH:8]=[CH:7][CH:6]=2)(=[O:33])=[O:32])=[CH:27][CH:26]=1. The catalyst class is: 3. (8) Product: [CH3:12][C:2]1[N:14]([CH2:15][C:16]([O:18][CH2:19][CH3:20])=[O:17])[C:5]2[CH2:6][CH2:7][CH2:8][CH2:9][CH2:10][C:4]=2[CH:3]=1. Reactant: O=[C:2]([CH3:12])[CH2:3][CH:4]1[CH2:10][CH2:9][CH2:8][CH2:7][CH2:6][C:5]1=O.Cl.[NH2:14][CH2:15][C:16]([O:18][CH2:19][CH3:20])=[O:17].C(=O)(O)[O-].[Na+]. The catalyst class is: 4. (9) Reactant: COC1C=C(OC)C=CC=1C[N:6]1[C@H:9]([CH2:10][N:11]2[CH2:15][CH2:14][O:13][C:12]2=[O:16])[C@H:8]([NH:17][C:18](=[O:27])[O:19][CH2:20][C:21]2[CH:26]=[CH:25][CH:24]=[CH:23][CH:22]=2)[C:7]1=[O:28].OP([O-])([O-])=O.[K+].[K+]. The catalyst class is: 47. Product: [O:28]=[C:7]1[C@@H:8]([NH:17][C:18](=[O:27])[O:19][CH2:20][C:21]2[CH:22]=[CH:23][CH:24]=[CH:25][CH:26]=2)[C@@H:9]([CH2:10][N:11]2[CH2:15][CH2:14][O:13][C:12]2=[O:16])[NH:6]1. (10) Reactant: [H-].[Li+].[C:3]1([CH:9]([C:17]2[CH:22]=[CH:21][CH:20]=[CH:19][CH:18]=2)[C:10]2[CH:11]=[CH:12][C:13](=[O:16])[NH:14][CH:15]=2)[CH:8]=[CH:7][CH:6]=[CH:5][CH:4]=1.Br[CH2:24][C:25]([O:27][CH2:28][CH3:29])=[O:26]. Product: [C:3]1([CH:9]([C:17]2[CH:22]=[CH:21][CH:20]=[CH:19][CH:18]=2)[C:10]2[CH:11]=[CH:12][C:13](=[O:16])[N:14]([CH2:24][C:25]([O:27][CH2:28][CH3:29])=[O:26])[CH:15]=2)[CH:4]=[CH:5][CH:6]=[CH:7][CH:8]=1. The catalyst class is: 3.